From a dataset of Catalyst prediction with 721,799 reactions and 888 catalyst types from USPTO. Predict which catalyst facilitates the given reaction. (1) Reactant: [NH2:1][C:2]1[C:3]2[C:13]([O:14][CH2:15][CH:16]3[CH2:20][CH2:19][CH2:18][CH2:17]3)=[CH:12][C:11]([CH2:21][CH2:22][NH2:23])=[CH:10][C:4]=2[S:5][C:6]=1[C:7]([NH2:9])=[O:8].C(N(CC)CC)C.[Si]([N:35]=[C:36]=[O:37])(C)(C)C. Product: [NH2:1][C:2]1[C:3]2[C:13]([O:14][CH2:15][CH:16]3[CH2:17][CH2:18][CH2:19][CH2:20]3)=[CH:12][C:11]([CH2:21][CH2:22][NH:23][C:36]([NH2:35])=[O:37])=[CH:10][C:4]=2[S:5][C:6]=1[C:7]([NH2:9])=[O:8]. The catalyst class is: 3. (2) Product: [Cl:8][C:9]1[CH:10]=[C:11]([C:19]2[O:23][N:22]=[C:21]([C:24]3[C:25]([CH3:34])=[C:26]4[C:31](=[CH:32][CH:33]=3)[CH2:30][N:29]([CH2:48][CH2:47][C:46]([O:50][CH2:51][CH3:52])=[O:49])[CH2:28][CH2:27]4)[N:20]=2)[CH:12]=[CH:13][C:14]=1[O:15][CH:16]([CH3:18])[CH3:17]. The catalyst class is: 10. Reactant: FC(F)(F)C(O)=O.[Cl:8][C:9]1[CH:10]=[C:11]([C:19]2[O:23][N:22]=[C:21]([C:24]3[C:25]([CH3:34])=[C:26]4[C:31](=[CH:32][CH:33]=3)[CH2:30][NH:29][CH2:28][CH2:27]4)[N:20]=2)[CH:12]=[CH:13][C:14]=1[O:15][CH:16]([CH3:18])[CH3:17].N12CCCN=C1CCCCC2.[C:46]([O:50][CH2:51][CH3:52])(=[O:49])[CH:47]=[CH2:48]. (3) Reactant: [CH3:1][N:2]([CH2:4][CH:5]1[C:10]([OH:19])([C:11]2[CH:16]=[C:15]([O:17][CH3:18])[CH:14]=[CH:13][CH:12]=2)[CH2:9][CH2:8][CH2:7][CH2:6]1)[CH3:3].Cl. Product: [CH3:3][N:2]([CH2:4][CH:5]1[C:10]([OH:19])([C:11]2[CH:16]=[C:15]([O:17][CH3:18])[CH:14]=[CH:13][CH:12]=2)[CH2:9][CH2:8][CH2:7][CH2:6]1)[CH3:1]. The catalyst class is: 6. (4) Reactant: [OH-].[Na+].C[O:4][C:5](=[O:21])[C:6]1[CH:11]=[C:10]([S:12]([CH3:15])(=[O:14])=[O:13])[N:9]=[C:8]([NH:16][CH:17]2[CH2:20][CH2:19][CH2:18]2)[CH:7]=1.Cl. Product: [CH:17]1([NH:16][C:8]2[CH:7]=[C:6]([CH:11]=[C:10]([S:12]([CH3:15])(=[O:14])=[O:13])[N:9]=2)[C:5]([OH:21])=[O:4])[CH2:18][CH2:19][CH2:20]1. The catalyst class is: 5.